Dataset: Catalyst prediction with 721,799 reactions and 888 catalyst types from USPTO. Task: Predict which catalyst facilitates the given reaction. (1) Reactant: [F:1][C:2]1([F:27])[CH2:6][N:5](C(OC(C)(C)C)=O)[C@@H:4]([C:14]2[CH:19]=[C:18]([F:20])[CH:17]=[CH:16][C:15]=2[C:21](=[O:26])[NH:22][CH:23]([CH3:25])[CH3:24])[CH2:3]1.C(O)(C(F)(F)F)=O. Product: [F:27][C:2]1([F:1])[CH2:6][NH:5][C@@H:4]([C:14]2[CH:19]=[C:18]([F:20])[CH:17]=[CH:16][C:15]=2[C:21]([NH:22][CH:23]([CH3:25])[CH3:24])=[O:26])[CH2:3]1. The catalyst class is: 2. (2) Reactant: [CH:1]1[CH:10]=[CH:9][CH:8]=[C:7]2[C:2]=1[C:3]1[N:14]3[O:15][CH2:16][CH2:17][CH2:18][CH2:19][C:13]3=[N:12][C:4]=1[CH:5]=[N+:6]2[O-].[NH4+:20].[OH-].C1(C)C=CC(S(Cl)(=O)=O)=CC=1. Product: [CH:1]1[CH:10]=[CH:9][CH:8]=[C:7]2[C:2]=1[C:3]1[N:14]3[O:15][CH2:16][CH2:17][CH2:18][CH2:19][C:13]3=[N:12][C:4]=1[C:5]([NH2:20])=[N:6]2. The catalyst class is: 4. (3) Reactant: [CH:1]1([CH:4]([C:8]2[CH:13]=[CH:12][CH:11]=[CH:10][CH:9]=2)[C:5]([OH:7])=O)[CH2:3][CH2:2]1.FC(F)(F)C(O)=O.[CH3:21][N:22]1[CH2:27][CH2:26][CH:25]([O:28][C:29]2[CH:34]=[CH:33][C:32]([C:35]3[C:43]4[C:38](=[CH:39][CH:40]=[C:41]([NH2:44])[CH:42]=4)[NH:37][N:36]=3)=[CH:31][CH:30]=2)[CH2:24][CH2:23]1.CCN(C(C)C)C(C)C.CN(C(ON1N=NC2C=CC=CC1=2)=[N+](C)C)C.[B-](F)(F)(F)F. Product: [CH:1]1([CH:4]([C:8]2[CH:13]=[CH:12][CH:11]=[CH:10][CH:9]=2)[C:5]([NH:44][C:41]2[CH:42]=[C:43]3[C:38](=[CH:39][CH:40]=2)[NH:37][N:36]=[C:35]3[C:32]2[CH:33]=[CH:34][C:29]([O:28][CH:25]3[CH2:26][CH2:27][N:22]([CH3:21])[CH2:23][CH2:24]3)=[CH:30][CH:31]=2)=[O:7])[CH2:2][CH2:3]1. The catalyst class is: 3.